This data is from Peptide-MHC class II binding affinity with 134,281 pairs from IEDB. The task is: Regression. Given a peptide amino acid sequence and an MHC pseudo amino acid sequence, predict their binding affinity value. This is MHC class II binding data. (1) The peptide sequence is AGIMIFDPYGATISA. The MHC is DRB1_1302 with pseudo-sequence DRB1_1302. The binding affinity (normalized) is 0.187. (2) The peptide sequence is EDDLLNRNNTFKPFA. The MHC is DRB1_0405 with pseudo-sequence DRB1_0405. The binding affinity (normalized) is 0.228. (3) The peptide sequence is VPLYNRFSYIPNGAL. The MHC is HLA-DPA10201-DPB10101 with pseudo-sequence HLA-DPA10201-DPB10101. The binding affinity (normalized) is 0.487. (4) The peptide sequence is DKFTVFEAAFNDAIK. The MHC is DRB1_0405 with pseudo-sequence DRB1_0405. The binding affinity (normalized) is 0.540. (5) The peptide sequence is TVLFGVSRSMGIGSQ. The MHC is DRB4_0101 with pseudo-sequence DRB4_0103. The binding affinity (normalized) is 0.228.